Dataset: Reaction yield outcomes from USPTO patents with 853,638 reactions. Task: Predict the reaction yield, written as a fraction of the theoretical maximum amount of product (1.0 means a 100% yield; for example, 0.34 means a 34% yield). (1) The reactants are [CH:1]([C:4]1[CH:9]=[CH:8][C:7]([NH2:10])=[CH:6][CH:5]=1)=[CH:2][CH3:3].C(N(CC)CC)C.[C:18]([O:22][C:23](O[C:23]([O:22][C:18]([CH3:21])([CH3:20])[CH3:19])=[O:24])=[O:24])([CH3:21])([CH3:20])[CH3:19]. The catalyst is O1CCOCC1.O. The product is [C:18]([O:22][C:23](=[O:24])[NH:10][C:7]1[CH:8]=[CH:9][C:4]([CH:1]=[CH:2][CH3:3])=[CH:5][CH:6]=1)([CH3:21])([CH3:20])[CH3:19]. The yield is 0.900. (2) The reactants are [OH:1][C:2]1[C:6]([CH3:8])([CH3:7])[O:5][C:4](=[O:9])[C:3]=1[C:10]1[CH:15]=[CH:14][C:13]([O:16][CH2:17][C:18]2[CH:27]=[CH:26][C:25]3[C:20](=[CH:21][CH:22]=[CH:23][CH:24]=3)[N:19]=2)=[CH:12][CH:11]=1.[S:28](O[S:28]([C:31]([F:34])([F:33])[F:32])(=[O:30])=[O:29])([C:31]([F:34])([F:33])[F:32])(=[O:30])=[O:29]. The catalyst is C(Cl)Cl.O. The product is [F:32][C:31]([F:34])([F:33])[S:28]([O:1][C:2]1[C:6]([CH3:8])([CH3:7])[O:5][C:4](=[O:9])[C:3]=1[C:10]1[CH:11]=[CH:12][C:13]([O:16][CH2:17][C:18]2[CH:27]=[CH:26][C:25]3[C:20](=[CH:21][CH:22]=[CH:23][CH:24]=3)[N:19]=2)=[CH:14][CH:15]=1)(=[O:30])=[O:29]. The yield is 0.370. (3) The reactants are [F:1][C:2]([F:15])([F:14])[O:3][C:4]1[CH:13]=[CH:12][C:7]([C:8]([NH:10][NH2:11])=O)=[CH:6][CH:5]=1.I.CS[C:19](=[NH:28])[NH:20][C:21]1[CH:26]=[CH:25][C:24]([OH:27])=[CH:23][CH:22]=1. The catalyst is N1C=CC=CC=1. The product is [F:1][C:2]([F:15])([F:14])[O:3][C:4]1[CH:13]=[CH:12][C:7]([C:8]2[NH:28][C:19]([NH:20][C:21]3[CH:26]=[CH:25][C:24]([OH:27])=[CH:23][CH:22]=3)=[N:11][N:10]=2)=[CH:6][CH:5]=1. The yield is 0.406. (4) The reactants are BrC1C=CC(CO[Si:10]([C:13]([CH3:16])([CH3:15])[CH3:14])([CH3:12])[CH3:11])=C(CO)C=1.[CH2:19](N(CC)CC)[CH3:20].CS(Cl)(=O)=O.[F:31][C:32](F)(F)[C:33](O)=O.[CH2:38]([O:42][C:43]1[N:51]=[C:50]2[C:46]([NH:47][C:48]([O:52][CH3:53])=[N:49]2)=[C:45]([NH2:54])[N:44]=1)[CH2:39][CH2:40][CH3:41].C(=O)([O-])[O-].[K+].[K+].[CH2:61]1[CH2:65][O:64][CH2:63][CH2:62]1. The catalyst is CN(C1C=CN=CC=1)C. The product is [CH2:38]([O:42][C:43]1[N:51]=[C:50]2[C:46]([N:47]=[C:48]([O:52][CH3:53])[N:49]2[CH2:19][C:20]2[CH:63]=[CH:62][C:61]([CH2:65][O:64][Si:10]([C:13]([CH3:14])([CH3:15])[CH3:16])([CH3:11])[CH3:12])=[C:32]([F:31])[CH:33]=2)=[C:45]([NH2:54])[N:44]=1)[CH2:39][CH2:40][CH3:41]. The yield is 0.600.